This data is from NCI-60 drug combinations with 297,098 pairs across 59 cell lines. The task is: Regression. Given two drug SMILES strings and cell line genomic features, predict the synergy score measuring deviation from expected non-interaction effect. Drug 1: CC1=C(C(=CC=C1)Cl)NC(=O)C2=CN=C(S2)NC3=CC(=NC(=N3)C)N4CCN(CC4)CCO. Synergy scores: CSS=5.13, Synergy_ZIP=-4.58, Synergy_Bliss=-0.853, Synergy_Loewe=-5.25, Synergy_HSA=-1.07. Drug 2: CCC1(CC2CC(C3=C(CCN(C2)C1)C4=CC=CC=C4N3)(C5=C(C=C6C(=C5)C78CCN9C7C(C=CC9)(C(C(C8N6C)(C(=O)OC)O)OC(=O)C)CC)OC)C(=O)OC)O.OS(=O)(=O)O. Cell line: HT29.